This data is from Forward reaction prediction with 1.9M reactions from USPTO patents (1976-2016). The task is: Predict the product of the given reaction. (1) Given the reactants [CH3:1][N:2]1[CH2:7][CH2:6][N:5]([C:8]([C:10]2[CH:11]=[C:12]([CH:14]=[C:15]([C:17]([F:20])([F:19])[F:18])[CH:16]=2)[NH2:13])=[O:9])[CH2:4][CH2:3]1.N1C=CC=CC=1.Cl[C:28](OC1C=CC=CC=1)=[O:29].[Cl:37][C:38]1[CH:44]=[C:43]([O:45][C:46]2[C:47]3[N:54]([CH3:55])[CH:53]=[CH:52][C:48]=3[N:49]=[CH:50][N:51]=2)[CH:42]=[CH:41][C:39]=1[NH2:40], predict the reaction product. The product is: [Cl:37][C:38]1[CH:44]=[C:43]([O:45][C:46]2[C:47]3[N:54]([CH3:55])[CH:53]=[CH:52][C:48]=3[N:49]=[CH:50][N:51]=2)[CH:42]=[CH:41][C:39]=1[NH:40][C:28]([NH:13][C:12]1[CH:14]=[C:15]([C:17]([F:20])([F:18])[F:19])[CH:16]=[C:10]([C:8]([N:5]2[CH2:6][CH2:7][N:2]([CH3:1])[CH2:3][CH2:4]2)=[O:9])[CH:11]=1)=[O:29]. (2) Given the reactants [Cl:1][C:2]1[CH:3]=[C:4]2[C:9](=[CH:10][CH:11]=1)[N:8]=[CH:7][CH:6]=[C:5]2[CH2:12][N:13]1[C:21]([C:22]2[N:26]([CH3:27])[CH:25]=[C:24]([C:28]#[N:29])[CH:23]=2)=[C:20]2[C:15]([N:16]([CH2:32][CH:33]3[CH2:35][CH2:34]3)[C:17](=[O:31])[NH:18][C:19]2=O)=[N:14]1.P(Cl)(Cl)(=O)[O:37][C:38]1[CH:43]=CC(Cl)=CC=1.[N+:48](C1N=CNN=1)([O-])=O, predict the reaction product. The product is: [Cl:1][C:2]1[CH:3]=[C:4]2[C:9](=[CH:10][CH:11]=1)[N:8]=[CH:7][CH:6]=[C:5]2[CH2:12][N:13]1[C:21]([C:22]2[N:26]([CH3:27])[CH:25]=[C:24]([C:28]#[N:29])[CH:23]=2)=[C:20]2[C:15]([N:16]([CH2:32][CH:33]3[CH2:35][CH2:34]3)[C:17](=[O:31])[N:18]=[C:19]2[NH:48][CH2:43][CH2:38][OH:37])=[N:14]1. (3) Given the reactants C(O[C:4]([C:6]1[N:7]([NH:11][C:12](=[NH:16])[CH2:13][CH2:14][CH3:15])[CH:8]=[CH:9][CH:10]=1)=[O:5])C.C(=O)([O-])[O-].[Cs+].[Cs+].[CH2:23](Br)[C:24]1[CH:29]=[CH:28][CH:27]=[CH:26][CH:25]=1, predict the reaction product. The product is: [CH2:23]([N:16]1[C:4](=[O:5])[C:6]2=[CH:10][CH:9]=[CH:8][N:7]2[N:11]=[C:12]1[CH2:13][CH2:14][CH3:15])[C:24]1[CH:29]=[CH:28][CH:27]=[CH:26][CH:25]=1. (4) Given the reactants Br[C:2]1[CH:7]=[CH:6][C:5]([C:8]2([C:11]([O:13][CH3:14])=[O:12])[CH2:10][CH2:9]2)=[CH:4][CH:3]=1.CC1(C)C(C)(C)OB([C:23]2[CH:28]=[CH:27][C:26]([OH:29])=[CH:25][CH:24]=2)O1, predict the reaction product. The product is: [OH:29][C:26]1[CH:27]=[CH:28][C:23]([C:2]2[CH:7]=[CH:6][C:5]([C:8]3([C:11]([O:13][CH3:14])=[O:12])[CH2:10][CH2:9]3)=[CH:4][CH:3]=2)=[CH:24][CH:25]=1. (5) Given the reactants [C:1]1([N:7]=[C:8]=[O:9])[CH:6]=[CH:5][CH:4]=[CH:3][CH:2]=1.[F:10][C:11]1[CH:16]=[CH:15][CH:14]=[CH:13][C:12]=1[NH:17][C:18]1[O:22][C:21]([C:23]([NH:25][C:26]2[CH:27]=[N:28][C:29]([N:32]3[CH2:37][CH2:36][NH:35][CH2:34][CH2:33]3)=[CH:30][CH:31]=2)=[O:24])=[N:20][N:19]=1, predict the reaction product. The product is: [F:10][C:11]1[CH:16]=[CH:15][CH:14]=[CH:13][C:12]=1[NH:17][C:18]1[O:22][C:21]([C:23]([NH:25][C:26]2[CH:31]=[CH:30][C:29]([N:32]3[CH2:37][CH2:36][N:35]([C:8]([NH:7][C:1]4[CH:6]=[CH:5][CH:4]=[CH:3][CH:2]=4)=[O:9])[CH2:34][CH2:33]3)=[N:28][CH:27]=2)=[O:24])=[N:20][N:19]=1. (6) Given the reactants [H-].[Na+].Cl[CH2:4][CH2:5][S:6](Cl)(=[O:8])=[O:7].[CH3:10][CH:11]([C:14]1[CH:28]=[CH:27][C:17]([O:18][CH2:19][C:20]2[C:21]([NH2:26])=[N:22][CH:23]=[CH:24][CH:25]=2)=[CH:16][CH:15]=1)[CH2:12][CH3:13], predict the reaction product. The product is: [CH3:10][CH:11]([C:14]1[CH:28]=[CH:27][C:17]([O:18][CH2:19][C:20]2[C:21]3=[N:26][S:6](=[O:8])(=[O:7])[CH2:5][CH2:4][N:22]3[CH:23]=[CH:24][CH:25]=2)=[CH:16][CH:15]=1)[CH2:12][CH3:13].